This data is from Full USPTO retrosynthesis dataset with 1.9M reactions from patents (1976-2016). The task is: Predict the reactants needed to synthesize the given product. (1) Given the product [OH:1][C:2]1[CH:7]=[CH:6][CH:5]=[CH:4][C:3]=1[CH2:8][CH2:9][CH2:10][C:11]([O:13][CH3:19])=[O:12], predict the reactants needed to synthesize it. The reactants are: [OH:1][C:2]1[CH:7]=[CH:6][CH:5]=[CH:4][C:3]=1[CH2:8][CH2:9][CH2:10][C:11]([OH:13])=[O:12].S(=O)(=O)(O)O.[CH3:19]O. (2) Given the product [C:4]([O:3][C:1]([N:8]1[CH2:9][CH:10]([C:15]2[CH:20]=[CH:19][CH:18]=[CH:17][CH:16]=2)[C:11](=[O:14])/[C:12](=[CH:26]\[N:27]([CH3:29])[CH3:28])/[CH2:13]1)=[O:2])([CH3:7])([CH3:6])[CH3:5], predict the reactants needed to synthesize it. The reactants are: [C:1]([N:8]1[CH2:13][CH2:12][C:11](=[O:14])[CH:10]([C:15]2[CH:20]=[CH:19][CH:18]=[CH:17][CH:16]=2)[CH2:9]1)([O:3][C:4]([CH3:7])([CH3:6])[CH3:5])=[O:2].C(O[CH:26](N(C)C)[N:27]([CH3:29])[CH3:28])(C)(C)C. (3) The reactants are: [Cl:1][C:2]1[CH:3]=[C:4]([CH:14]=[CH:15][CH:16]=1)[O:5][C:6]1[CH:7]=[C:8]([CH:11]=[CH:12][CH:13]=1)[C:9]#[N:10].C1COCC1.[H-].[Al+3].[Li+].[H-].[H-].[H-].[OH-].[Na+]. Given the product [Cl:1][C:2]1[CH:3]=[C:4]([CH:14]=[CH:15][CH:16]=1)[O:5][C:6]1[CH:7]=[C:8]([CH:11]=[CH:12][CH:13]=1)[CH2:9][NH2:10], predict the reactants needed to synthesize it. (4) Given the product [CH3:22][NH:23][C:24]([C:26]1[S:27][CH:28]=[CH:29][C:30]=1[NH:31][C:32]1[C:37]([Cl:38])=[CH:36][N:35]=[C:34]([NH:13][C:11]2[CH:10]=[CH:9][C:8]3[C:2]([CH3:21])([CH3:1])[CH2:3][CH:4]([NH:17][C:18](=[O:20])[CH3:19])[C:5](=[O:16])[NH:6][C:7]=3[CH:12]=2)[N:33]=1)=[O:25], predict the reactants needed to synthesize it. The reactants are: [CH3:1][C:2]1([CH3:21])[C:8]2[CH:9]=[CH:10][C:11]([N+:13]([O-])=O)=[CH:12][C:7]=2[NH:6][C:5](=[O:16])[CH:4]([NH:17][C:18](=[O:20])[CH3:19])[CH2:3]1.[CH3:22][NH:23][C:24]([C:26]1[S:27][CH:28]=[CH:29][C:30]=1[NH:31][C:32]1[C:37]([Cl:38])=[CH:36][N:35]=[C:34](Cl)[N:33]=1)=[O:25]. (5) Given the product [CH2:18]([O:17][C:15](=[O:16])[NH:14][C@H:10]1[C:11](=[O:13])[O:12][C@H:9]1[CH3:26])[CH2:19][CH2:20][CH2:21][CH2:22][CH2:23][CH2:24][CH3:25], predict the reactants needed to synthesize it. The reactants are: CCN(CC)CC.O[C@@H:9]([CH3:26])[C@@H:10]([NH:14][C:15]([O:17][CH2:18][CH2:19][CH2:20][CH2:21][CH2:22][CH2:23][CH2:24][CH3:25])=[O:16])[C:11]([OH:13])=[O:12].CN(C(ON1N=NC2C=CC=CC1=2)=[N+](C)C)C.F[P-](F)(F)(F)(F)F. (6) Given the product [NH2:20][C:7]1[CH:6]=[C:5]([CH:10]=[CH:9][C:8]=1[NH:11][CH2:12][CH2:13][N:14]1[CH2:19][CH2:18][CH2:17][CH2:16][CH2:15]1)[C:4]([N:3]([CH2:24][CH3:25])[CH2:1][CH3:2])=[O:23], predict the reactants needed to synthesize it. The reactants are: [CH2:1]([N:3]([CH2:24][CH3:25])[C:4](=[O:23])[C:5]1[CH:10]=[CH:9][C:8]([NH:11][CH2:12][CH2:13][N:14]2[CH2:19][CH2:18][CH2:17][CH2:16][CH2:15]2)=[C:7]([N+:20]([O-])=O)[CH:6]=1)[CH3:2]. (7) Given the product [I-:1].[OH:5][CH2:4][CH2:3][CH2:2][N+:6]1[C:15]2[C:10](=[CH:11][CH:12]=[CH:13][CH:14]=2)[CH:9]=[CH:8][CH:7]=1, predict the reactants needed to synthesize it. The reactants are: [I:1][CH2:2][CH2:3][CH2:4][OH:5].[N:6]1[C:15]2[C:10](=[CH:11][CH:12]=[CH:13][CH:14]=2)[CH:9]=[CH:8][CH:7]=1. (8) Given the product [NH2:26][C:21]1[CH:22]=[CH:23][CH:24]=[CH:25][C:20]=1[NH:27][C:2]1[CH:3]=[CH:4][C:5]2[C:11](=[O:12])[C:10]3[CH:13]=[CH:14][CH:15]=[C:16]([O:17][CH3:18])[C:9]=3[CH2:8][CH2:7][C:6]=2[CH:19]=1, predict the reactants needed to synthesize it. The reactants are: Cl[C:2]1[CH:3]=[CH:4][C:5]2[C:11](=[O:12])[C:10]3[CH:13]=[CH:14][CH:15]=[C:16]([O:17][CH3:18])[C:9]=3[CH2:8][CH2:7][C:6]=2[CH:19]=1.[C:20]1([NH2:27])[CH:25]=[CH:24][CH:23]=[CH:22][C:21]=1[NH2:26].P.O(C(C)(C)C)[Na]. (9) Given the product [CH3:13][O:12][C:11]1[C:10]2[C:5](=[CH:6][CH:7]=[CH:8][CH:9]=2)[N:4]([CH3:14])[C:3](=[O:15])[C:2]=1[B:21]([OH:24])[OH:22], predict the reactants needed to synthesize it. The reactants are: Br[C:2]1[C:3](=[O:15])[N:4]([CH3:14])[C:5]2[C:10]([C:11]=1[O:12][CH3:13])=[CH:9][CH:8]=[CH:7][CH:6]=2.C([Li])CCC.[B:21](OC)([O:24]C)[O:22]C. (10) Given the product [F:16][C:2]([F:1])([F:15])[C:3]1[CH:4]=[C:5]([N:9]2[CH2:14][CH2:13][N:12]([CH2:18][CH2:19][C:20]([OH:22])=[O:21])[CH2:11][CH2:10]2)[CH:6]=[CH:7][CH:8]=1, predict the reactants needed to synthesize it. The reactants are: [F:1][C:2]([F:16])([F:15])[C:3]1[CH:4]=[C:5]([N:9]2[CH2:14][CH2:13][NH:12][CH2:11][CH2:10]2)[CH:6]=[CH:7][CH:8]=1.Br[CH2:18][CH2:19][C:20]([O:22]CC)=[O:21].C(=O)(O)[O-].[Na+].